From a dataset of Catalyst prediction with 721,799 reactions and 888 catalyst types from USPTO. Predict which catalyst facilitates the given reaction. (1) Reactant: C[C:2](C)([O-:4])C.[K+].[CH3:7][N:8]1[C:16]2[C:11](=[CH:12][CH:13]=[CH:14][CH:15]=2)[CH:10]=[C:9]1[CH2:17][CH2:18][C:19]([O:21][CH3:22])=[O:20].C(OC)=O. Product: [OH:4][CH:2]=[C:18]([CH2:17][C:9]1[N:8]([CH3:7])[C:16]2[C:11]([CH:10]=1)=[CH:12][CH:13]=[CH:14][CH:15]=2)[C:19]([O:21][CH3:22])=[O:20]. The catalyst class is: 1. (2) Reactant: [NH2:1][C:2]1[S:3][C:4]([CH3:11])=[CH:5][C:6]=1[C:7]([O:9]C)=O.ClC(Cl)(O[C:16](=[O:22])OC(Cl)(Cl)Cl)Cl.C(N(CC)CC)C.[C:31]1([CH2:37][CH2:38][NH2:39])[CH:36]=[CH:35][CH:34]=[CH:33][CH:32]=1. Product: [CH3:11][C:4]1[S:3][C:2]2[NH:1][C:16](=[O:22])[N:39]([CH2:38][CH2:37][C:31]3[CH:36]=[CH:35][CH:34]=[CH:33][CH:32]=3)[C:7](=[O:9])[C:6]=2[CH:5]=1. The catalyst class is: 2. (3) Reactant: [Cl:1][C:2]1[CH:33]=[C:32]([F:34])[CH:31]=[CH:30][C:3]=1[C:4]([NH:6][C:7]1[CH:8]=[C:9]([CH:14]2[C:23]([CH3:25])([CH3:24])[CH2:22][C:21]3[C:16](=[CH:17][CH:18]=[C:19]([C:26]([O:28]C)=[O:27])[CH:20]=3)[NH:15]2)[CH:10]=[CH:11][C:12]=1[F:13])=[O:5].[OH-].[Na+]. Product: [Cl:1][C:2]1[CH:33]=[C:32]([F:34])[CH:31]=[CH:30][C:3]=1[C:4]([NH:6][C:7]1[CH:8]=[C:9]([CH:14]2[C:23]([CH3:25])([CH3:24])[CH2:22][C:21]3[C:16](=[CH:17][CH:18]=[C:19]([C:26]([OH:28])=[O:27])[CH:20]=3)[NH:15]2)[CH:10]=[CH:11][C:12]=1[F:13])=[O:5]. The catalyst class is: 5. (4) Reactant: [C:1]([C:4]1[CH:9]=[CH:8][N:7]2[N:10]=[CH:11][C:12](C(OC)=O)=[C:6]2[CH:5]=1)(=[O:3])[CH3:2].[OH-].[Na+]. Product: [N:10]1[N:7]2[CH:8]=[CH:9][C:4]([C:1](=[O:3])[CH3:2])=[CH:5][C:6]2=[CH:12][CH:11]=1. The catalyst class is: 82.